From a dataset of Full USPTO retrosynthesis dataset with 1.9M reactions from patents (1976-2016). Predict the reactants needed to synthesize the given product. (1) Given the product [F:15][C:16]1[C:17]([C:2]2[C:3]([CH3:14])=[N:4][C:5]([N:8]3[CH2:13][CH2:12][O:11][CH2:10][CH2:9]3)=[N:6][CH:7]=2)=[CH:18][CH:19]=[CH:20][C:21]=1[CH:22]=[O:23], predict the reactants needed to synthesize it. The reactants are: Br[C:2]1[C:3]([CH3:14])=[N:4][C:5]([N:8]2[CH2:13][CH2:12][O:11][CH2:10][CH2:9]2)=[N:6][CH:7]=1.[F:15][C:16]1[C:21]([CH:22]=[O:23])=[CH:20][CH:19]=[CH:18][C:17]=1B(O)O.P([O-])([O-])([O-])=O.[K+].[K+].[K+].C1(P(C2CCCCC2)C2C=CC=CC=2C2C(OC)=CC=CC=2OC)CCCCC1. (2) Given the product [CH3:1][O:2][C:3]1[CH:47]=[CH:46][C:6]([CH2:7][N:8]([CH2:37][C:38]2[CH:39]=[CH:40][C:41]([O:44][CH3:45])=[CH:42][CH:43]=2)[C:9]2[N:14]=[C:13]([CH3:15])[N:12]=[C:11]([C:16]3[CH:17]=[C:18]([CH2:23][N:24]4[CH2:29][CH2:28][N:27]([C:30]([O:32][C:33]([CH3:35])([CH3:36])[CH3:34])=[O:31])[CH2:26][CH2:25]4)[CH:19]=[N:20][C:21]=3[NH:57][C:51]3[CH:52]=[N:53][C:54]([O:55][CH3:56])=[C:49]([F:48])[CH:50]=3)[N:10]=2)=[CH:5][CH:4]=1, predict the reactants needed to synthesize it. The reactants are: [CH3:1][O:2][C:3]1[CH:47]=[CH:46][C:6]([CH2:7][N:8]([CH2:37][C:38]2[CH:43]=[CH:42][C:41]([O:44][CH3:45])=[CH:40][CH:39]=2)[C:9]2[N:14]=[C:13]([CH3:15])[N:12]=[C:11]([C:16]3[CH:17]=[C:18]([CH2:23][N:24]4[CH2:29][CH2:28][N:27]([C:30]([O:32][C:33]([CH3:36])([CH3:35])[CH3:34])=[O:31])[CH2:26][CH2:25]4)[CH:19]=[N:20][C:21]=3F)[N:10]=2)=[CH:5][CH:4]=1.[F:48][C:49]1[CH:50]=[C:51]([NH2:57])[CH:52]=[N:53][C:54]=1[O:55][CH3:56].O1CCCC1.C[Si]([N-][Si](C)(C)C)(C)C.[Li+]. (3) Given the product [CH3:13][O:12][C:10](=[O:11])[C@H:9]([CH2:14][CH2:15][CH2:16][C:17]([CH3:22])([CH3:18])[NH2:19])[NH:8][C:6]([O:5][C:1]([CH3:4])([CH3:2])[CH3:3])=[O:7], predict the reactants needed to synthesize it. The reactants are: [C:1]([O:5][C:6]([NH:8][C@@H:9]([CH2:14][CH2:15][CH2:16][C:17]([CH3:22])([N+:19]([O-])=O)[CH3:18])[C:10]([O:12][CH3:13])=[O:11])=[O:7])([CH3:4])([CH3:3])[CH3:2]. (4) Given the product [NH2:1][C:2]1[O:3][CH2:4][C:5]2([N:21]=1)[CH:18]1[CH:13]([CH2:14][CH2:15][C:16](=[O:19])[CH2:17]1)[O:12][C:11]1[C:6]2=[CH:7][C:8]([C:25]2[CH:26]=[N:27][CH:28]=[C:23]([Cl:22])[CH:24]=2)=[CH:9][CH:10]=1, predict the reactants needed to synthesize it. The reactants are: [NH2:1][C:2]1[O:3][CH2:4][C:5]2([N:21]=1)[CH:18]1[CH:13]([CH2:14][CH2:15][C:16](=[O:19])[CH2:17]1)[O:12][C:11]1[C:6]2=[CH:7][C:8](Br)=[CH:9][CH:10]=1.[Cl:22][C:23]1[CH:24]=[C:25](B(O)O)[CH:26]=[N:27][CH:28]=1.C([O-])([O-])=O.[Na+].[Na+]. (5) Given the product [N+:27]([C:24]1[CH:25]=[CH:26][C:21]([C:11]2[C:12]3[S:13][C:14]4[CH:20]=[CH:19][CH:18]=[CH:17][C:15]=4[C:16]=3[CH:8]=[CH:6][C:5]=2[OH:7])=[N:22][CH:23]=1)([O-:29])=[O:28], predict the reactants needed to synthesize it. The reactants are: C(O[C:5](=[O:7])[CH3:6])(=O)C.[CH:8]1[C:16]2[C:15]3[CH:17]=[CH:18][CH:19]=[CH:20][C:14]=3[S:13][C:12]=2[C:11]([C:21]2[CH:26]=[CH:25][C:24]([N+:27]([O-:29])=[O:28])=[CH:23][N:22]=2)=CC=1.C(OC1C(OC(=O)C)=C(I)C=CC=1)(=O)C.[OH-].[Na+]. (6) Given the product [CH3:21][C:12]1[N:13]=[C:14]2[CH:19]=[C:18]([CH3:20])[CH:17]=[CH:16][N:15]2[C:11]=1[CH2:9][NH:8][C:4]1[CH:3]=[C:2]([CH3:1])[CH:7]=[CH:6][N:5]=1, predict the reactants needed to synthesize it. The reactants are: [CH3:1][C:2]1[CH:7]=[CH:6][N:5]=[C:4]([NH:8][C:9]([C:11]2[N:15]3[CH:16]=[CH:17][C:18]([CH3:20])=[CH:19][C:14]3=[N:13][C:12]=2[CH3:21])=O)[CH:3]=1.[H-].[Al+3].[Li+].[H-].[H-].[H-].[OH-].[K+]. (7) Given the product [Cl:20][C:21]1[CH:22]=[CH:23][C:24]([OH:36])=[C:25]([C:27]2[S:28][CH:29]=[C:30]([CH2:32][C:33]([O:35][CH2:2][CH3:7])=[O:34])[N:31]=2)[CH:26]=1, predict the reactants needed to synthesize it. The reactants are: Cl[C:2]1C=CC(O)=C(CC2SC=C(C(OCC)=O)N=2)[CH:7]=1.[Cl:20][C:21]1[CH:22]=[CH:23][C:24]([OH:36])=[C:25]([C:27]2[S:28][CH:29]=[C:30]([CH2:32][C:33]([OH:35])=[O:34])[N:31]=2)[CH:26]=1.